Predict which catalyst facilitates the given reaction. From a dataset of Catalyst prediction with 721,799 reactions and 888 catalyst types from USPTO. (1) Reactant: [CH2:1]([O:8][C:9]1[CH:16]=[CH:15][C:14]([Br:17])=[CH:13][C:10]=1[CH:11]=O)[C:2]1[CH:7]=[CH:6][CH:5]=[CH:4][CH:3]=1.C(O)(=O)[CH2:19][C:20]([OH:22])=[O:21].N1CCCCC1.Cl. Product: [CH2:1]([O:8][C:9]1[CH:16]=[CH:15][C:14]([Br:17])=[CH:13][C:10]=1[CH:11]=[CH:19][C:20]([OH:22])=[O:21])[C:2]1[CH:7]=[CH:6][CH:5]=[CH:4][CH:3]=1. The catalyst class is: 17. (2) Reactant: [CH:1]1([CH2:4][N:5]2[CH2:23][CH2:22][C@:12]34[C:13]5[C:14]6[O:21][C@H:11]3[C:10](=[O:24])[CH2:9][CH2:8][C@@:7]4([O:25][CH3:26])[C@H:6]2[CH2:19][C:18]=5[CH:17]=[CH:16][C:15]=6[OH:20])[CH2:3][CH2:2]1.C1C=C(Cl)C=C(C(OO)=[O:35])C=1.CO. Product: [CH:1]1([CH2:4][N+:5]2([O-:35])[CH2:23][CH2:22][C@:12]34[C:13]5[C:14]6[O:21][C@H:11]3[C:10](=[O:24])[CH2:9][CH2:8][C@@:7]4([O:25][CH3:26])[C@H:6]2[CH2:19][C:18]=5[CH:17]=[CH:16][C:15]=6[OH:20])[CH2:2][CH2:3]1. The catalyst class is: 2. (3) Reactant: [Cl:1][C:2]1[CH:7]=[CH:6][CH:5]=[C:4]([CH3:8])[C:3]=1[NH2:9].[N:10]([O-])=O.[Na+].C([O-])(=O)C.[Na+]. Product: [Cl:1][C:2]1[CH:7]=[CH:6][CH:5]=[C:4]2[C:3]=1[NH:9][N:10]=[CH:8]2. The catalyst class is: 561. (4) Reactant: [N:1]1[CH:6]=[CH:5][CH:4]=[CH:3][C:2]=1[CH:7]1[O:11][C:10](=[O:12])[NH:9][CH2:8]1.[O-]P([O-])([O-])=O.[K+].[K+].[K+].CN[C@@H]1CCCC[C@H]1NC.I[C:32]1[CH:33]=[N:34][N:35]2[CH2:40][C@H:39]([CH3:41])[N:38]([C:42]([O:44][C:45]([CH3:48])([CH3:47])[CH3:46])=[O:43])[CH2:37][C:36]=12. Product: [CH3:41][C@H:39]1[CH2:40][N:35]2[N:34]=[CH:33][C:32]([N:9]3[CH2:8][CH:7]([C:2]4[CH:3]=[CH:4][CH:5]=[CH:6][N:1]=4)[O:11][C:10]3=[O:12])=[C:36]2[CH2:37][N:38]1[C:42]([O:44][C:45]([CH3:46])([CH3:48])[CH3:47])=[O:43]. The catalyst class is: 185. (5) Reactant: [F:1][C:2]1([F:32])[CH2:10][CH2:9][CH2:8][C:7]2[N:6]([C:11]3[CH:16]=[CH:15][CH:14]=[C:13]([C:17]#[C:18][C@:19]4([OH:26])[CH2:23][CH2:22][N:21]([CH3:24])[C:20]4=[O:25])[CH:12]=3)[N:5]=[C:4]([C:27]([O:29]CC)=O)[C:3]1=2.[NH3:33]. Product: [F:32][C:2]1([F:1])[CH2:10][CH2:9][CH2:8][C:7]2[N:6]([C:11]3[CH:16]=[CH:15][CH:14]=[C:13]([C:17]#[C:18][C@:19]4([OH:26])[CH2:23][CH2:22][N:21]([CH3:24])[C:20]4=[O:25])[CH:12]=3)[N:5]=[C:4]([C:27]([NH2:33])=[O:29])[C:3]1=2. The catalyst class is: 5.